Dataset: NCI-60 drug combinations with 297,098 pairs across 59 cell lines. Task: Regression. Given two drug SMILES strings and cell line genomic features, predict the synergy score measuring deviation from expected non-interaction effect. (1) Drug 1: CCCCCOC(=O)NC1=NC(=O)N(C=C1F)C2C(C(C(O2)C)O)O. Drug 2: CN(CCCl)CCCl.Cl. Cell line: MALME-3M. Synergy scores: CSS=5.45, Synergy_ZIP=-3.74, Synergy_Bliss=-1.99, Synergy_Loewe=-6.58, Synergy_HSA=-1.66. (2) Drug 1: CC1C(C(CC(O1)OC2CC(CC3=C2C(=C4C(=C3O)C(=O)C5=C(C4=O)C(=CC=C5)OC)O)(C(=O)C)O)N)O.Cl. Drug 2: COC1=C2C(=CC3=C1OC=C3)C=CC(=O)O2. Cell line: UACC-257. Synergy scores: CSS=2.18, Synergy_ZIP=-0.0388, Synergy_Bliss=3.08, Synergy_Loewe=-2.98, Synergy_HSA=0.582. (3) Drug 1: COC1=NC(=NC2=C1N=CN2C3C(C(C(O3)CO)O)O)N. Drug 2: C1=NC(=NC(=O)N1C2C(C(C(O2)CO)O)O)N. Cell line: SR. Synergy scores: CSS=74.0, Synergy_ZIP=7.88, Synergy_Bliss=11.8, Synergy_Loewe=-24.0, Synergy_HSA=11.4. (4) Drug 1: C1=CC(=C2C(=C1NCCNCCO)C(=O)C3=C(C=CC(=C3C2=O)O)O)NCCNCCO. Drug 2: C1=CC(=CC=C1CC(C(=O)O)N)N(CCCl)CCCl.Cl. Cell line: HCC-2998. Synergy scores: CSS=22.4, Synergy_ZIP=-2.89, Synergy_Bliss=-2.90, Synergy_Loewe=-13.7, Synergy_HSA=-2.96. (5) Drug 1: C1=CC=C(C=C1)NC(=O)CCCCCCC(=O)NO. Drug 2: C(CCl)NC(=O)N(CCCl)N=O. Cell line: KM12. Synergy scores: CSS=28.5, Synergy_ZIP=2.70, Synergy_Bliss=4.54, Synergy_Loewe=4.78, Synergy_HSA=4.64. (6) Drug 1: CC1=C(C(CCC1)(C)C)C=CC(=CC=CC(=CC(=O)O)C)C. Drug 2: CCN(CC)CCNC(=O)C1=C(NC(=C1C)C=C2C3=C(C=CC(=C3)F)NC2=O)C. Cell line: EKVX. Synergy scores: CSS=12.5, Synergy_ZIP=-2.85, Synergy_Bliss=-3.05, Synergy_Loewe=-2.77, Synergy_HSA=-1.04. (7) Drug 1: CC1=C(C(=CC=C1)Cl)NC(=O)C2=CN=C(S2)NC3=CC(=NC(=N3)C)N4CCN(CC4)CCO. Drug 2: CCCCC(=O)OCC(=O)C1(CC(C2=C(C1)C(=C3C(=C2O)C(=O)C4=C(C3=O)C=CC=C4OC)O)OC5CC(C(C(O5)C)O)NC(=O)C(F)(F)F)O. Cell line: HOP-92. Synergy scores: CSS=57.2, Synergy_ZIP=0.557, Synergy_Bliss=2.17, Synergy_Loewe=2.80, Synergy_HSA=2.74.